This data is from Blood-brain barrier penetration binary classification data from Martins et al.. The task is: Regression/Classification. Given a drug SMILES string, predict its absorption, distribution, metabolism, or excretion properties. Task type varies by dataset: regression for continuous measurements (e.g., permeability, clearance, half-life) or binary classification for categorical outcomes (e.g., BBB penetration, CYP inhibition). Dataset: bbb_martins. (1) The compound is NCC(O)c1ccc(O)c(O)c1. The result is 0 (does not penetrate BBB). (2) The drug is N[C@@H](Cc1c[nH]c2ccccc12)C(=O)O. The result is 1 (penetrates BBB). (3) The molecule is CN(C)CCCn1c2c(c3ccccc31)CCCCCC2. The result is 1 (penetrates BBB).